Task: Predict the reactants needed to synthesize the given product.. Dataset: Full USPTO retrosynthesis dataset with 1.9M reactions from patents (1976-2016) (1) Given the product [O:22]=[C:23]1[NH:30][CH:1]([C:4]2[CH:9]=[CH:8][C:7]([S:10]([N:13]([CH2:19][O:20][CH3:21])[C:14]3[S:15][CH:16]=[CH:17][N:18]=3)(=[O:12])=[O:11])=[CH:6][CH:5]=2)[C:26](=[O:29])[NH:24]1, predict the reactants needed to synthesize it. The reactants are: [C:1]([C:4]1[CH:9]=[CH:8][C:7]([S:10]([N:13]([CH2:19][O:20][CH3:21])[C:14]2[S:15][CH:16]=[CH:17][N:18]=2)(=[O:12])=[O:11])=[CH:6][CH:5]=1)(=O)C.[O-:22][C:23]#[N:24].[K+].[C:26](=[O:29])([O-])[O-].[NH4+:30].[NH4+]. (2) Given the product [Cl:14][C:11]1[C:12]([F:13])=[C:7]([CH:5]2[CH2:4][N:3]([CH:32]([CH3:34])[CH3:31])[CH2:6]2)[C:8]([O:28][CH2:29][CH3:30])=[C:9]([CH:15]([N:17]2[C:21]3=[N:22][CH:23]=[N:24][C:25]([NH2:26])=[C:20]3[C:19]([CH3:27])=[N:18]2)[CH3:16])[CH:10]=1, predict the reactants needed to synthesize it. The reactants are: Cl.Cl.[NH:3]1[CH2:6][CH:5]([C:7]2[C:8]([O:28][CH2:29][CH3:30])=[C:9]([CH:15]([N:17]3[C:21]4=[N:22][CH:23]=[N:24][C:25]([NH2:26])=[C:20]4[C:19]([CH3:27])=[N:18]3)[CH3:16])[CH:10]=[C:11]([Cl:14])[C:12]=2[F:13])[CH2:4]1.[CH3:31][C:32]([CH3:34])=O.C(N(CC)CC)C.C(O[BH-](OC(=O)C)OC(=O)C)(=O)C.[Na+].